This data is from Forward reaction prediction with 1.9M reactions from USPTO patents (1976-2016). The task is: Predict the product of the given reaction. (1) The product is: [CH:11]1([CH2:17][N:18]2[CH2:23][CH2:22][CH2:21][CH:20]([C:26]([O:28][CH2:29][CH3:30])=[O:27])[C:19]2=[O:24])[CH2:16][CH2:15][CH2:14][CH2:13][CH2:12]1. Given the reactants C[Si]([N-][Si](C)(C)C)(C)C.[Li+].[CH:11]1([CH2:17][N:18]2[CH2:23][CH2:22][CH2:21][CH2:20][C:19]2=[O:24])[CH2:16][CH2:15][CH2:14][CH2:13][CH2:12]1.Cl[C:26]([O:28][CH2:29][CH3:30])=[O:27], predict the reaction product. (2) Given the reactants C([C:3](CC)([C:7]([O-:9])=[O:8])C([O-])=O)C.[H-].[Na+].[H][H].[C:16]12[C:22](=[CH:23][CH:24]=[CH:25][CH:26]=1)[NH:21][C:20](=[O:27])[O:19][C:17]2=O.Cl.[CH3:29][C:30](N(C)C)=O, predict the reaction product. The product is: [CH2:29]([O:9][C:7]([C:3]1[C:20](=[O:27])[NH:21][C:22]2[C:16]([C:17]=1[OH:19])=[CH:26][CH:25]=[CH:24][CH:23]=2)=[O:8])[CH3:30].